Dataset: Full USPTO retrosynthesis dataset with 1.9M reactions from patents (1976-2016). Task: Predict the reactants needed to synthesize the given product. (1) Given the product [C:27]([O:26][C:25]([NH:24][CH2:23][CH:22]([CH3:32])[CH2:21][N:1]1[C:9]2[C:4](=[CH:5][CH:6]=[C:7]([C:10]([O:12][CH2:13][CH3:14])=[O:11])[CH:8]=2)[CH:3]=[C:2]1[C:15]([O:17][CH2:18][CH3:19])=[O:16])=[O:31])([CH3:30])([CH3:29])[CH3:28].[NH:1]1[C:9]2[C:4](=[CH:5][CH:6]=[C:7]([C:10]([O:12][CH2:13][CH3:14])=[O:11])[CH:8]=2)[CH:3]=[C:2]1[C:15]([O:17][CH2:18][CH3:19])=[O:16], predict the reactants needed to synthesize it. The reactants are: [NH:1]1[C:9]2[C:4](=[CH:5][CH:6]=[C:7]([C:10]([O:12][CH2:13][CH3:14])=[O:11])[CH:8]=2)[CH:3]=[C:2]1[C:15]([O:17][CH2:18][CH3:19])=[O:16].O[CH2:21][CH:22]([CH3:32])[CH2:23][NH:24][C:25](=[O:31])[O:26][C:27]([CH3:30])([CH3:29])[CH3:28].C1(P(C2C=CC=CC=2)C2C=CC=CC=2)C=CC=CC=1.N(C(OC(C)C)=O)=NC(OC(C)C)=O. (2) Given the product [CH3:6][C:7]1[CH:8]=[N:9][C:10]([CH2:16][S+:17]([O-:29])[C:18]2[N-:19][C:20]3[CH:21]=[CH:22][C:23]([O:27][CH3:28])=[CH:24][C:25]=3[N:26]=2)=[C:11]([CH3:15])[C:12]=1[O:13][CH3:14].[Na+:3], predict the reactants needed to synthesize it. The reactants are: C[O-].[Na+:3].CO.[CH3:6][C:7]1[CH:8]=[N:9][C:10]([CH2:16][S+:17]([O-:29])[C:18]2[NH:19][C:20]3[CH:21]=[CH:22][C:23]([O:27][CH3:28])=[CH:24][C:25]=3[N:26]=2)=[C:11]([CH3:15])[C:12]=1[O:13][CH3:14].CC(C)=O. (3) Given the product [CH2:12]([O:14][C:15]([C:16]1[C:2]([C:5]2[CH:6]=[N:7][CH:8]=[CH:9][C:10]=2[Cl:11])=[N:3][O:4][C:17]=1[CH3:18])=[O:19])[CH3:13], predict the reactants needed to synthesize it. The reactants are: Cl[C:2]([C:5]1[CH:6]=[N:7][CH:8]=[CH:9][C:10]=1[Cl:11])=[N:3][OH:4].[CH2:12]([O:14][C:15](=[O:19])[C:16]#[C:17][CH3:18])[CH3:13].C(N(CC)CC)C. (4) Given the product [NH2:27][C:28]1[C:37]([F:38])=[CH:36][C:31]([C:32]([O:34][CH3:35])=[O:33])=[C:30]([F:39])[C:29]=1[I:13], predict the reactants needed to synthesize it. The reactants are: NC1C=CC(C(OC)=O)=C(Cl)C=1[I:13].NC1C(I)=CC(C(OC)=O)=C(Cl)C=1.[NH2:27][C:28]1[C:37]([F:38])=[CH:36][C:31]([C:32]([O:34][CH3:35])=[O:33])=[C:30]([F:39])[CH:29]=1.